This data is from Forward reaction prediction with 1.9M reactions from USPTO patents (1976-2016). The task is: Predict the product of the given reaction. (1) The product is: [Br:1][C:2]1[CH:3]=[C:4]([F:26])[C:5]2[N:11]([CH2:14][C:15]3[CH:25]=[CH:24][C:18]4[N:19]=[C:20]([S:22][CH3:23])[S:21][C:17]=4[CH:16]=3)[CH:12]=[N:8][C:6]=2[CH:7]=1. Given the reactants [Br:1][C:2]1[CH:7]=[C:6]([N+:8]([O-])=O)[C:5]([N:11]([CH2:14][C:15]2[CH:25]=[CH:24][C:18]3[N:19]=[C:20]([S:22][CH3:23])[S:21][C:17]=3[CH:16]=2)[CH:12]=O)=[C:4]([F:26])[CH:3]=1.CC(O)=O, predict the reaction product. (2) The product is: [Cl:1][C:2]1[CH:7]=[CH:6][N:5]2[N:8]=[C:9]([C:16]3[CH:17]=[CH:18][C:19]([F:22])=[CH:20][CH:21]=3)[C:10]([C:11]3[CH:12]=[CH:13][N:36]=[C:34]([NH:33][C:27]4[CH:32]=[CH:31][CH:30]=[CH:29][CH:28]=4)[N:35]=3)=[C:4]2[CH:3]=1. Given the reactants [Cl:1][C:2]1[CH:7]=[CH:6][N:5]2[N:8]=[C:9]([C:16]3[CH:21]=[CH:20][C:19]([F:22])=[CH:18][CH:17]=3)[C:10]([C:11](=O)[C:12]#[C:13]C)=[C:4]2[CH:3]=1.[N+]([O-])(O)=O.[C:27]1([NH:33][C:34]([NH2:36])=[NH:35])[CH:32]=[CH:31][CH:30]=[CH:29][CH:28]=1.C(=O)([O-])[O-].[K+].[K+], predict the reaction product. (3) Given the reactants Br[C:2]1[CH:3]=[N:4][CH:5]=[C:6]([CH3:8])[CH:7]=1.[C:9]([Si:11]([CH3:14])([CH3:13])[CH3:12])#[CH:10].CCN(CC)CC, predict the reaction product. The product is: [CH3:8][C:6]1[CH:5]=[N:4][CH:3]=[C:2]([C:10]#[C:9][Si:11]([CH3:14])([CH3:13])[CH3:12])[CH:7]=1. (4) Given the reactants [CH3:1][C:2]1[CH:11]=[CH:10][C:5]([C:6]([NH:8][NH2:9])=[O:7])=[CH:4][C:3]=1[CH2:12][CH2:13][CH2:14][CH2:15][CH2:16][CH2:17][CH2:18][CH2:19][CH2:20][CH2:21][CH3:22].[C:23]([C:25]1([C:28](O)=[O:29])[CH2:27][CH2:26]1)#[N:24], predict the reaction product. The product is: [C:23]([C:25]1([C:28]([NH:9][NH:8][C:6](=[O:7])[C:5]2[CH:10]=[CH:11][C:2]([CH3:1])=[C:3]([CH2:12][CH2:13][CH2:14][CH2:15][CH2:16][CH2:17][CH2:18][CH2:19][CH2:20][CH2:21][CH3:22])[CH:4]=2)=[O:29])[CH2:27][CH2:26]1)#[N:24].